Dataset: Full USPTO retrosynthesis dataset with 1.9M reactions from patents (1976-2016). Task: Predict the reactants needed to synthesize the given product. (1) Given the product [CH2:1]([O:4][C@@H:5]1[C:13]2[C:8](=[CH:9][C:10]([O:14][CH3:15])=[CH:11][CH:12]=2)[C@H:7]([NH2:16])[CH2:6]1)[CH:2]=[CH2:3], predict the reactants needed to synthesize it. The reactants are: [CH2:1]([O:4][C@@H:5]1[C:13]2[C:8](=[CH:9][C:10]([O:14][CH3:15])=[CH:11][CH:12]=2)[C@H:7]([NH:16]C(=O)C(F)(F)F)[CH2:6]1)[CH:2]=[CH2:3].C(=O)([O-])[O-].[K+].[K+].CO. (2) Given the product [O:4]1[CH2:5][CH2:6][N:1]([CH2:14][C:15]([O:17][CH2:18][CH3:19])=[O:16])[CH2:2][CH2:3]1, predict the reactants needed to synthesize it. The reactants are: [NH:1]1[CH2:6][CH2:5][O:4][CH2:3][CH2:2]1.C([O-])([O-])=O.[K+].[K+].Br[CH2:14][C:15]([O:17][CH2:18][CH3:19])=[O:16]. (3) Given the product [CH3:4][S:1]([O:28][CH2:27][CH2:26][CH:8]1[CH2:9][N:10]([C:13]2[CH:18]=[CH:17][C:16]([N+:19]([O-:21])=[O:20])=[C:15]([O:22][CH:23]([CH3:24])[CH3:25])[CH:14]=2)[CH2:11][CH2:12][N:7]1[CH3:6])(=[O:3])=[O:2], predict the reactants needed to synthesize it. The reactants are: [S:1](Cl)([CH3:4])(=[O:3])=[O:2].[CH3:6][N:7]1[CH2:12][CH2:11][N:10]([C:13]2[CH:18]=[CH:17][C:16]([N+:19]([O-:21])=[O:20])=[C:15]([O:22][CH:23]([CH3:25])[CH3:24])[CH:14]=2)[CH2:9][CH:8]1[CH2:26][CH2:27][OH:28]. (4) Given the product [C:18]([NH:17][C:13]1[CH:12]=[C:11]([CH:8]2[CH2:9][CH2:10][N:5]([CH2:4][CH2:3][C@H:2]([NH:1][C:28]([C:24]3[O:23][CH:27]=[CH:26][CH:25]=3)=[O:29])[C:11]3[CH:12]=[CH:13][CH:14]=[CH:15][CH:16]=3)[CH2:6][CH2:7]2)[CH:16]=[CH:15][CH:14]=1)(=[O:22])[CH:19]([CH3:20])[CH3:21], predict the reactants needed to synthesize it. The reactants are: [NH2:1][CH2:2][CH2:3][CH2:4][N:5]1[CH2:10][CH2:9][CH:8]([C:11]2[CH:12]=[C:13]([NH:17][C:18](=[O:22])[CH:19]([CH3:21])[CH3:20])[CH:14]=[CH:15][CH:16]=2)[CH2:7][CH2:6]1.[O:23]1[CH:27]=[CH:26][CH:25]=[C:24]1[C:28](Cl)=[O:29]. (5) Given the product [CH3:21][O:22][C:23](=[O:43])[CH:24]([NH:42][C:14](=[O:16])[C:13]1[CH:12]=[CH:11][C:10]([O:9][C:6]2[CH:5]=[CH:4][C:3]([C:2]([F:1])([F:20])[F:19])=[CH:8][N:7]=2)=[CH:18][CH:17]=1)[CH2:25][C:26]1[CH:31]=[CH:30][C:29]([C:32]2[CH:37]=[CH:36][C:35]([C:38]([F:39])([F:41])[F:40])=[CH:34][CH:33]=2)=[CH:28][CH:27]=1, predict the reactants needed to synthesize it. The reactants are: [F:1][C:2]([F:20])([F:19])[C:3]1[CH:4]=[CH:5][C:6]([O:9][C:10]2[CH:18]=[CH:17][C:13]([C:14]([OH:16])=O)=[CH:12][CH:11]=2)=[N:7][CH:8]=1.[CH3:21][O:22][C:23](=[O:43])[CH:24]([NH2:42])[CH2:25][C:26]1[CH:31]=[CH:30][C:29]([C:32]2[CH:37]=[CH:36][C:35]([C:38]([F:41])([F:40])[F:39])=[CH:34][CH:33]=2)=[CH:28][CH:27]=1. (6) Given the product [OH:2][CH2:1][CH2:3][NH:4][CH2:10][CH2:11][C:12]1[CH:13]=[CH:14][CH:15]=[C:16]2[C:20]=1[NH:19][CH:18]=[CH:17]2, predict the reactants needed to synthesize it. The reactants are: [CH2:1]([CH2:3][NH2:4])[OH:2].CS(O[CH2:10][CH2:11][C:12]1[CH:13]=[CH:14][CH:15]=[C:16]2[C:20]=1[NH:19][CH:18]=[CH:17]2)(=O)=O. (7) Given the product [Cl:1][C:2]1[CH:7]=[CH:6][CH:5]=[CH:4][C:3]=1[C@H:8]([N:18]([C:28]1[CH:33]=[CH:32][CH:31]=[C:30]([F:34])[CH:29]=1)[C:19]([C@@H:21]1[CH2:26][O:25][CH2:24][C:23](=[O:27])[N:22]1[C:36]1[N:41]=[CH:40][CH:39]=[CH:38][N:37]=1)=[O:20])[C:9]([NH:11][CH:12]1[CH2:15][C:14]([F:17])([F:16])[CH2:13]1)=[O:10], predict the reactants needed to synthesize it. The reactants are: [Cl:1][C:2]1[CH:7]=[CH:6][CH:5]=[CH:4][C:3]=1[C@H:8]([N:18]([C:28]1[CH:33]=[CH:32][CH:31]=[C:30]([F:34])[CH:29]=1)[C:19]([C@@H:21]1[CH2:26][O:25][CH2:24][C:23](=[O:27])[NH:22]1)=[O:20])[C:9]([NH:11][CH:12]1[CH2:15][C:14]([F:17])([F:16])[CH2:13]1)=[O:10].Br[C:36]1[N:41]=[CH:40][CH:39]=[CH:38][N:37]=1.CC1(C)C2C(=C(P(C3C=CC=CC=3)C3C=CC=CC=3)C=CC=2)OC2C(P(C3C=CC=CC=3)C3C=CC=CC=3)=CC=CC1=2.C([O-])([O-])=O.[Cs+].[Cs+]. (8) Given the product [CH3:1][O:2][C:3]1[CH:16]=[C:15]([O:17][CH3:18])[CH:14]=[CH:13][C:4]=1[CH2:5][N:6]([C:7]1[CH:12]=[CH:11][N:10]=[CH:9][N:8]=1)[S:36]([C:29]1[CH:30]=[C:31]([F:35])[C:32]([F:34])=[CH:33][C:28]=1[F:27])(=[O:38])=[O:37], predict the reactants needed to synthesize it. The reactants are: [CH3:1][O:2][C:3]1[CH:16]=[C:15]([O:17][CH3:18])[CH:14]=[CH:13][C:4]=1[CH2:5][NH:6][C:7]1[CH:12]=[CH:11][N:10]=[CH:9][N:8]=1.N12CCN(CC1)CC2.[F:27][C:28]1[CH:33]=[C:32]([F:34])[C:31]([F:35])=[CH:30][C:29]=1[S:36](Cl)(=[O:38])=[O:37]. (9) Given the product [CH:11]1([CH:7]([C:6]2[CH:9]=[CH:10][C:3]([O:2][CH3:1])=[CH:4][CH:5]=2)[OH:8])[CH2:16][CH2:15][CH2:14][CH2:13][CH2:12]1, predict the reactants needed to synthesize it. The reactants are: [CH3:1][O:2][C:3]1[CH:10]=[CH:9][C:6]([CH:7]=[O:8])=[CH:5][CH:4]=1.[CH:11]1([Mg]Br)[CH2:16][CH2:15][CH2:14][CH2:13][CH2:12]1. (10) Given the product [C:1]([O:5][C:6]([N:8]1[CH2:9][CH2:10][CH:11]([C:14]([OH:24])([CH3:25])[CH2:15][C:16]2[C:21]([Br:22])=[CH:20][N:19]=[C:18]([Cl:23])[CH:17]=2)[CH2:12][CH2:13]1)=[O:7])([CH3:4])([CH3:2])[CH3:3], predict the reactants needed to synthesize it. The reactants are: [C:1]([O:5][C:6]([N:8]1[CH2:13][CH2:12][CH:11]([C:14](=[O:24])[CH2:15][C:16]2[C:21]([Br:22])=[CH:20][N:19]=[C:18]([Cl:23])[CH:17]=2)[CH2:10][CH2:9]1)=[O:7])([CH3:4])([CH3:3])[CH3:2].[CH3:25][Mg]Br.[NH4+].[Cl-].